From a dataset of Peptide-MHC class I binding affinity with 185,985 pairs from IEDB/IMGT. Regression. Given a peptide amino acid sequence and an MHC pseudo amino acid sequence, predict their binding affinity value. This is MHC class I binding data. The peptide sequence is YENLKYTVI. The MHC is HLA-B44:02 with pseudo-sequence HLA-B44:02. The binding affinity (normalized) is 0.490.